This data is from Forward reaction prediction with 1.9M reactions from USPTO patents (1976-2016). The task is: Predict the product of the given reaction. (1) Given the reactants [CH3:1][O:2][C:3]1[CH:12]=[C:11]2[C:6]([CH2:7][CH2:8][C:9](=[O:15])[C:10]2([CH3:14])[CH3:13])=[CH:5][CH:4]=1.C1C(=O)N([Br:23])C(=O)C1.O, predict the reaction product. The product is: [Br:23][C:4]1[CH:5]=[C:6]2[C:11](=[CH:12][C:3]=1[O:2][CH3:1])[C:10]([CH3:13])([CH3:14])[C:9](=[O:15])[CH2:8][CH2:7]2. (2) Given the reactants [F:1][C:2]([F:42])([F:41])[C:3]1[CH:4]=[C:5]([CH:34]=[C:35]([C:37]([F:40])([F:39])[F:38])[CH:36]=1)[CH2:6][C:7]1[C:12]([N:13]2[CH2:18][CH2:17][O:16][CH2:15][CH2:14]2)=[CH:11][N:10]=[C:9]([NH:19][C@@H:20]2[C:29]3[C:24](=[CH:25][CH:26]=[C:27]([O:30][CH3:31])[N:28]=3)[NH:23][C@H:22]([CH2:32][CH3:33])[CH2:21]2)[N:8]=1.C([N:45]([CH2:48]C)CC)C.Cl[C:51](Cl)([O:53]C(=O)OC(Cl)(Cl)Cl)Cl.[OH2:62], predict the reaction product. The product is: [CH3:51][O:53][NH:45][C:48]([N:23]1[C:24]2[C:29](=[N:28][C:27]([O:30][CH3:31])=[CH:26][CH:25]=2)[C@@H:20]([NH:19][C:9]2[N:8]=[C:7]([CH2:6][C:5]3[CH:4]=[C:3]([C:2]([F:1])([F:41])[F:42])[CH:36]=[C:35]([C:37]([F:38])([F:39])[F:40])[CH:34]=3)[C:12]([N:13]3[CH2:14][CH2:15][O:16][CH2:17][CH2:18]3)=[CH:11][N:10]=2)[CH2:21][C@H:22]1[CH2:32][CH3:33])=[O:62]. (3) Given the reactants I[C:2]1[CH:7]=[CH:6][C:5]([O:8][C:9](=[O:18])[N:10]([CH3:17])[C:11]2[CH:16]=[CH:15][CH:14]=[CH:13][CH:12]=2)=[CH:4][CH:3]=1.[Cl:19][C:20]1[S:24][C:23](B(O)O)=[CH:22][CH:21]=1, predict the reaction product. The product is: [Cl:19][C:20]1[S:24][C:23]([C:2]2[CH:7]=[CH:6][C:5]([O:8][C:9](=[O:18])[N:10]([CH3:17])[C:11]3[CH:16]=[CH:15][CH:14]=[CH:13][CH:12]=3)=[CH:4][CH:3]=2)=[CH:22][CH:21]=1. (4) Given the reactants [CH:1]1([NH:7][C:8]([C:10]2[C:11]([S:16][CH2:17][CH2:18][C:19]3[CH:24]=[CH:23][CH:22]=[CH:21][C:20]=3[O:25]S(C)(=O)=O)=[N:12][CH:13]=[CH:14][CH:15]=2)=[O:9])[CH2:6][CH2:5][CH2:4][CH2:3][CH2:2]1.[OH-].[Na+], predict the reaction product. The product is: [CH:1]1([NH:7][C:8]([C:10]2[C:11]([S:16][CH2:17][CH2:18][C:19]3[CH:24]=[CH:23][CH:22]=[CH:21][C:20]=3[OH:25])=[N:12][CH:13]=[CH:14][CH:15]=2)=[O:9])[CH2:2][CH2:3][CH2:4][CH2:5][CH2:6]1. (5) Given the reactants Cl.[F:2][C:3]([F:37])([F:36])[C:4]1[N:9]=[CH:8][C:7]([C:10]2[CH:15]=[C:14]([CH2:16][NH:17][C:18]([C@@H:20]3[CH2:24][C@@H:23]([F:25])[CH2:22][NH:21]3)=[O:19])[CH:13]=[C:12]([C:26]3[CH:27]=[N:28][C:29]([C:32]([F:35])([F:34])[F:33])=[CH:30][CH:31]=3)[N:11]=2)=[CH:6][CH:5]=1.[F:38][C:39]1[CH:44]=[CH:43][C:42]([S:45](Cl)(=[O:47])=[O:46])=[CH:41][CH:40]=1.C(N(CC)CC)C, predict the reaction product. The product is: [F:37][C:3]([F:36])([F:2])[C:4]1[N:9]=[CH:8][C:7]([C:10]2[CH:15]=[C:14]([CH2:16][NH:17][C:18]([C@@H:20]3[CH2:24][C@@H:23]([F:25])[CH2:22][N:21]3[S:45]([C:42]3[CH:43]=[CH:44][C:39]([F:38])=[CH:40][CH:41]=3)(=[O:47])=[O:46])=[O:19])[CH:13]=[C:12]([C:26]3[CH:27]=[N:28][C:29]([C:32]([F:35])([F:34])[F:33])=[CH:30][CH:31]=3)[N:11]=2)=[CH:6][CH:5]=1. (6) Given the reactants [NH:1]([C:3]1[C:4]([N:17]2[CH2:22][CH2:21][N:20]([CH3:23])[CH2:19][CH2:18]2)=[N:5][C:6]2[C:11]([N:12]=1)=[CH:10][C:9]([C:13]([F:16])([F:15])[F:14])=[CH:8][CH:7]=2)[NH2:2].[CH:24](OCC)(OCC)OCC, predict the reaction product. The product is: [CH3:23][N:20]1[CH2:19][CH2:18][N:17]([C:4]2[C:3]3[N:12]([CH:24]=[N:2][N:1]=3)[C:11]3[C:6]([N:5]=2)=[CH:7][CH:8]=[C:9]([C:13]([F:15])([F:14])[F:16])[CH:10]=3)[CH2:22][CH2:21]1.